Dataset: NCI-60 drug combinations with 297,098 pairs across 59 cell lines. Task: Regression. Given two drug SMILES strings and cell line genomic features, predict the synergy score measuring deviation from expected non-interaction effect. Synergy scores: CSS=3.09, Synergy_ZIP=2.17, Synergy_Bliss=14.9, Synergy_Loewe=-3.70, Synergy_HSA=2.87. Drug 2: CS(=O)(=O)OCCCCOS(=O)(=O)C. Cell line: NCI/ADR-RES. Drug 1: C1C(C(OC1N2C=C(C(=O)NC2=O)F)CO)O.